From a dataset of Full USPTO retrosynthesis dataset with 1.9M reactions from patents (1976-2016). Predict the reactants needed to synthesize the given product. (1) Given the product [OH:39][CH2:38][C@@H:37]([NH:36][C:1]([N:16]1[C:15]([CH3:31])([CH3:14])[C:23]2[CH:22]=[N:21][C:20]([NH:24][CH:25]3[CH2:30][CH2:29][O:28][CH2:27][CH2:26]3)=[N:19][C:18]=2[CH2:17]1)=[O:2])[C:40]1[CH:45]=[CH:44][CH:43]=[CH:42][CH:41]=1, predict the reactants needed to synthesize it. The reactants are: [C:1](Cl)(Cl)=[O:2].CCN(C(C)C)C(C)C.[CH3:14][C:15]1([CH3:31])[C:23]2[CH:22]=[N:21][C:20]([NH:24][CH:25]3[CH2:30][CH2:29][O:28][CH2:27][CH2:26]3)=[N:19][C:18]=2[CH2:17][NH:16]1.C(Cl)(=O)N.[NH2:36][C@@H:37]([C:40]1[CH:45]=[CH:44][CH:43]=[CH:42][CH:41]=1)[CH2:38][OH:39]. (2) Given the product [I:5][C:6]1[CH:7]=[CH:8][C:9]([C:12]2[S:13][C:14]3[CH:20]=[C:19]([OH:21])[CH:18]=[CH:17][C:15]=3[N:16]=2)=[CH:10][CH:11]=1, predict the reactants needed to synthesize it. The reactants are: B(Br)(Br)Br.[I:5][C:6]1[CH:11]=[CH:10][C:9]([C:12]2[S:13][C:14]3[CH:20]=[C:19]([O:21]C)[CH:18]=[CH:17][C:15]=3[N:16]=2)=[CH:8][CH:7]=1.C([O-])(O)=O.[Na+].